Dataset: M1 muscarinic receptor agonist screen with 61,833 compounds. Task: Binary Classification. Given a drug SMILES string, predict its activity (active/inactive) in a high-throughput screening assay against a specified biological target. (1) The compound is S(Cc1c(cccc1)C)c1nc([nH]n1)C. The result is 0 (inactive). (2) The compound is O1C(CCC1)Cn1nnnc1C(N1CCCc2c1cccc2)c1cc2c([nH]c1=O)cc(c(c2)C)C. The result is 0 (inactive). (3) The result is 0 (inactive). The molecule is S1(=O)(=O)N(C(=O)c2c1cccc2)CC(=O)c1ccccc1. (4) The compound is O=C1C=2C(CC(=O)NC2CCC1)c1cc2OCOc2cc1. The result is 0 (inactive). (5) The compound is O1C/2=C(C(c3c(n(nc3C)CC)C)C(=C1N)C#N)CCCC2=C\c1c(n(nc1C)CC)C. The result is 1 (active).